From a dataset of Peptide-MHC class II binding affinity with 134,281 pairs from IEDB. Regression. Given a peptide amino acid sequence and an MHC pseudo amino acid sequence, predict their binding affinity value. This is MHC class II binding data. (1) The peptide sequence is DVKFPGGGQIVGGVY. The MHC is DRB1_1501 with pseudo-sequence DRB1_1501. The binding affinity (normalized) is 0.271. (2) The MHC is DRB1_0101 with pseudo-sequence DRB1_0101. The binding affinity (normalized) is 0. The peptide sequence is SREEKGTNSTNRAEI. (3) The peptide sequence is PDTTCSEIEEFRDRA. The MHC is HLA-DQA10201-DQB10202 with pseudo-sequence HLA-DQA10201-DQB10202. The binding affinity (normalized) is 0.679. (4) The peptide sequence is DVNASFRAAMATTAN. The MHC is DRB1_0401 with pseudo-sequence DRB1_0401. The binding affinity (normalized) is 0.608. (5) The peptide sequence is KAATAGTTVYGAFAA. The MHC is HLA-DQA10102-DQB10602 with pseudo-sequence HLA-DQA10102-DQB10602. The binding affinity (normalized) is 0.847. (6) The peptide sequence is EKQLAEVVDNTITPLMK. The MHC is DRB1_1501 with pseudo-sequence DRB1_1501. The binding affinity (normalized) is 0.